Dataset: Retrosynthesis with 50K atom-mapped reactions and 10 reaction types from USPTO. Task: Predict the reactants needed to synthesize the given product. (1) Given the product CCOC(=O)c1cccc(Nc2c([N+](=O)[O-])cnc3cc(Br)ccc23)c1, predict the reactants needed to synthesize it. The reactants are: CCOC(=O)c1cccc(N)c1.O=[N+]([O-])c1cnc2cc(Br)ccc2c1O. (2) Given the product O=C(C1CCc2cc(F)ccc21)N1CCC[C@H](c2nc(-c3ccc(F)cc3)no2)C1, predict the reactants needed to synthesize it. The reactants are: Fc1ccc(-c2noc([C@H]3CCCNC3)n2)cc1.O=C(O)C1CCc2cc(F)ccc21. (3) Given the product CC1OC(C)(C)OC1C(=O)O, predict the reactants needed to synthesize it. The reactants are: COC(=O)C1OC(C)(C)OC1C. (4) Given the product COc1ccc(C=NO)cc1OC1CCCC1, predict the reactants needed to synthesize it. The reactants are: COc1ccc(C=O)cc1OC1CCCC1.NO.